From a dataset of Peptide-MHC class I binding affinity with 185,985 pairs from IEDB/IMGT. Regression. Given a peptide amino acid sequence and an MHC pseudo amino acid sequence, predict their binding affinity value. This is MHC class I binding data. (1) The peptide sequence is LEEDIQHFL. The MHC is HLA-A02:16 with pseudo-sequence HLA-A02:16. The binding affinity (normalized) is 0.0847. (2) The peptide sequence is MEFWLVAAL. The MHC is HLA-A02:03 with pseudo-sequence HLA-A02:03. The binding affinity (normalized) is 0.0847. (3) The binding affinity (normalized) is 0.319. The MHC is HLA-B53:01 with pseudo-sequence HLA-B53:01. The peptide sequence is FPRGQGVPI. (4) The peptide sequence is TNIRQAGVQY. The MHC is HLA-A02:03 with pseudo-sequence HLA-A02:03. The binding affinity (normalized) is 0. (5) The peptide sequence is PSPAPGICL. The MHC is Mamu-A01 with pseudo-sequence Mamu-A01. The binding affinity (normalized) is 0.674.